From a dataset of Experimentally validated miRNA-target interactions with 360,000+ pairs, plus equal number of negative samples. Binary Classification. Given a miRNA mature sequence and a target amino acid sequence, predict their likelihood of interaction. (1) The miRNA is hsa-miR-155-5p with sequence UUAAUGCUAAUCGUGAUAGGGGUU. The protein sequence of the target gene is MTLLTDATPLVKEPHPLPLVPRPWFLPSLFAAFNVVLLVFFSGLFFAFPCRWLAQNGEWAFPVITGSLFVLTFFSLVSLNFSDPGILHQGSAEQGPLTVHVVWVNHGAFRLQWCPKCCFHRPPRTYHCPWCNICVEDFDHHCKWVNNCIGHRNFRFFMLLVLSLCLYSGAMLVTCLIFLVRTTHLPFSTDKAIAIVVAVSAAGLLVPLSLLLLIQALSVSSADRTYKGKCRHLQGYNPFDQGCASNWYLTICAPLGPKYMAEAVQLQRVVGPDWTSMPNLHPPMSPSALNPPAPTSGSLQ.... Result: 0 (no interaction). (2) The miRNA is dme-miR-12-5p with sequence UGAGUAUUACAUCAGGUACUGGU. The protein sequence of the target gene is MHSLKKVTFEDVAIDFTQEEWAMMDTSKRKLYRDVMLENISHLVSLGYQISKSYIILQLEQGKELWREGREFLQDQNPDRESALKKKHMISMHPITRKDASTSMTMENSLILEDPFECNDSGEDCTHSSTITQRLLTHSGKKPYVSKQCGKSLRNLFSPKPHKQIHTKGKSYQCNLCEKAYTNCFRLRRHKMTHTGERPYACHLCGKAFTQCSHLRRHEKTHTGERPYKCHQCGKAFIQSFNLRRHERTHLGKKCYECDKSGKAFSQSSGFRGNKIIHTGEKPHACLLCGKAFSLSSDLR.... Result: 0 (no interaction). (3) The miRNA is hsa-miR-4700-3p with sequence CACAGGACUGACUCCUCACCCCAGUG. The protein sequence of the target gene is MTSASPEDQNAPVGCPKGARRRRPISVIGGVSLYGTNQTEELDNLLTQPASRPPMPAHQVPPYKAVSARFRPFTFSQSTPIGLDRVGRRRQMRASNVSSDGGTEPSALVDDNGSEEDFSYEDLCQASPRYLQPGGEQLAINELISDGNVVCAEALWDHVTMDDQELGFKAGDVIQVLEASNKDWWWGRSEDKEAWFPASFVRLRVNQEELSENSSSTPSEEQDEEASQSRHRHCENKQQMRTNVIREIMDTERVYIKHLRDICEGYIRQCRKHTGMFTVAQLATIFGNIEDIYKFQRKFL.... Result: 1 (interaction). (4) The miRNA is hsa-miR-449c-3p with sequence UUGCUAGUUGCACUCCUCUCUGU. The protein sequence of the target gene is MWGFRLLRSPPLLLLLPQLGIGNASSCSQARTMNPGGSGGARCSLSAEVRRRQCLQLSTVPGADPQRSNELLLLAAAGEGLERQDLPGDPAKEEPQPPPQHHVLYFPGDVQNYHEIMTRHPENYQWENWSLENVATILAHRFPNSYIWVIKCSRMHLHKFSCYDNFVKSNMFGAPEHNTDFGAFKHLYMLLVNAFNLSQNSLSKKSLNVWNKDSIASNCRSSPSHTTNGCQGEKVRTCEKSDESAMSFYPPSLNDASFTLIGFSKGCVVLNQLLFELKEAKKDKNIDAFIKSIRTMYWLD.... Result: 1 (interaction).